This data is from Forward reaction prediction with 1.9M reactions from USPTO patents (1976-2016). The task is: Predict the product of the given reaction. (1) Given the reactants FC(F)(F)C(O)=O.[CH3:8][O:9][C:10]([C@@H:12]1[CH2:16][C@@H:15]([S:17]([CH3:20])(=[O:19])=[O:18])[CH2:14][NH:13]1)=[O:11].[C:21](OC(C)(C)C)(=[O:26])[CH2:22][C:23]([CH3:25])=[O:24], predict the reaction product. The product is: [CH3:8][O:9][C:10]([C@@H:12]1[CH2:16][C@@H:15]([S:17]([CH3:20])(=[O:19])=[O:18])[CH2:14][N:13]1[C:21](=[O:26])[CH2:22][C:23](=[O:24])[CH3:25])=[O:11]. (2) Given the reactants [NH:1]1[CH:8]=[CH:7][C:5](=[O:6])[NH:4][C:2]1=[O:3].S(=O)(=O)(O)O.[F:14][C:15](I)([F:17])[F:16].OO, predict the reaction product. The product is: [F:14][C:15]([F:17])([F:16])[C:7]1[C:5](=[O:6])[NH:4][C:2](=[O:3])[NH:1][CH:8]=1. (3) Given the reactants [N+:1]([C:4]1[CH:12]=[CH:11][C:7]([C:8]([OH:10])=[O:9])=[CH:6][CH:5]=1)([O-:3])=[O:2].OS(O)(=O)=O.[CH3:18]O, predict the reaction product. The product is: [CH3:18][O:9][C:8](=[O:10])[C:7]1[CH:6]=[CH:5][C:4]([N+:1]([O-:3])=[O:2])=[CH:12][CH:11]=1. (4) Given the reactants [OH:1][CH2:2][CH2:3][CH2:4][C@@H:5]1[CH2:10][N:9]([C:11]([O:13][CH2:14][C:15]2[CH:20]=[CH:19][CH:18]=[CH:17][CH:16]=2)=[O:12])[CH2:8][CH2:7][N:6]1[C:21]([O:23][C:24]([CH3:27])([CH3:26])[CH3:25])=[O:22].C(N(CC)CC)C.[CH3:35][S:36](Cl)(=[O:38])=[O:37].C(=O)([O-])O.[Na+], predict the reaction product. The product is: [CH3:35][S:36]([O:1][CH2:2][CH2:3][CH2:4][C@@H:5]1[CH2:10][N:9]([C:11]([O:13][CH2:14][C:15]2[CH:20]=[CH:19][CH:18]=[CH:17][CH:16]=2)=[O:12])[CH2:8][CH2:7][N:6]1[C:21]([O:23][C:24]([CH3:27])([CH3:26])[CH3:25])=[O:22])(=[O:38])=[O:37].